This data is from Forward reaction prediction with 1.9M reactions from USPTO patents (1976-2016). The task is: Predict the product of the given reaction. (1) Given the reactants [CH:1]([C:3]1[CH:18]=[CH:17][C:6]([O:7][C:8]2[N:13]=[N:12][C:11]([C:14]([NH2:16])=[O:15])=[CH:10][CH:9]=2)=[C:5]([O:19][CH3:20])[CH:4]=1)=O.[CH2:21]([NH2:26])[CH2:22][CH:23]([CH3:25])[CH3:24].[BH4-].[Na+], predict the reaction product. The product is: [CH3:20][O:19][C:5]1[CH:4]=[C:3]([CH2:1][NH:26][CH2:21][CH2:22][CH:23]([CH3:25])[CH3:24])[CH:18]=[CH:17][C:6]=1[O:7][C:8]1[N:13]=[N:12][C:11]([C:14]([NH2:16])=[O:15])=[CH:10][CH:9]=1. (2) Given the reactants [H-].[Al+3].[Li+].[H-].[H-].[H-].[CH2:7]([O:10][C:11]1[CH:18]=[CH:17][C:14]([CH:15]=[O:16])=[C:13]([CH3:19])[CH:12]=1)[CH:8]=[CH2:9].[Cl-].[NH4+].Cl, predict the reaction product. The product is: [CH2:7]([O:10][C:11]1[CH:18]=[CH:17][C:14]([CH2:15][OH:16])=[C:13]([CH3:19])[CH:12]=1)[CH:8]=[CH2:9]. (3) Given the reactants Cl[C:2]1[CH:7]=[CH:6][N:5]=[CH:4][C:3]=1[N+:8]([O-:10])=[O:9].[NH:11]1[CH2:15][CH2:14][CH:13]([NH:16][C:17](=[O:23])[O:18][C:19]([CH3:22])([CH3:21])[CH3:20])[CH2:12]1.CCN(C(C)C)C(C)C, predict the reaction product. The product is: [N+:8]([C:3]1[CH:4]=[N:5][CH:6]=[CH:7][C:2]=1[N:11]1[CH2:15][CH2:14][CH:13]([NH:16][C:17](=[O:23])[O:18][C:19]([CH3:21])([CH3:20])[CH3:22])[CH2:12]1)([O-:10])=[O:9].